Dataset: Reaction yield outcomes from USPTO patents with 853,638 reactions. Task: Predict the reaction yield, written as a fraction of the theoretical maximum amount of product (1.0 means a 100% yield; for example, 0.34 means a 34% yield). (1) The yield is 0.300. The reactants are B.O1CCCC1.[CH2:7]([N:14]1[C:19](=[O:20])[C:18]([CH3:21])=[C:17]2[S:22][CH:23]=[CH:24][N:16]2[C:15]1=[O:25])[C:8]1[CH:13]=[CH:12][CH:11]=[CH:10][CH:9]=1.C[Si](C)(C)N[Si](C)(C)C.[Li].[Cl:36][C:37]1[CH:38]=[C:39]([CH:44]=[CH:45][C:46]=1[Cl:47])[CH2:40][N:41]=[C:42]=[O:43]. The catalyst is O1CCCC1.CCO.CC(O)=O. The product is [Cl:36][C:37]1[CH:38]=[C:39]([CH:44]=[CH:45][C:46]=1[Cl:47])[CH2:40][NH:41][C:42]([C:23]1[S:22][C:17]2[N:16]([C:15](=[O:25])[N:14]([CH2:7][C:8]3[CH:9]=[CH:10][CH:11]=[CH:12][CH:13]=3)[C:19](=[O:20])[C:18]=2[CH3:21])[CH:24]=1)=[O:43]. (2) The reactants are C[O:2][C:3]1[CH:11]=[C:10]2[C:6]([C:7]([C:14]([NH:16][CH2:17][CH2:18][CH2:19][N:20]3[CH2:25][CH2:24][O:23][CH2:22][CH2:21]3)=[O:15])=[C:8]([CH3:13])[N:9]2[CH3:12])=[CH:5][CH:4]=1.B(Br)(Br)Br.C(Cl)Cl. No catalyst specified. The product is [OH:2][C:3]1[CH:11]=[C:10]2[C:6]([C:7]([C:14]([NH:16][CH2:17][CH2:18][CH2:19][N:20]3[CH2:21][CH2:22][O:23][CH2:24][CH2:25]3)=[O:15])=[C:8]([CH3:13])[N:9]2[CH3:12])=[CH:5][CH:4]=1. The yield is 0.590. (3) The reactants are [OH:1][C:2]1[CH:7]=[CH:6][C:5]([CH2:8][CH2:9][CH2:10][OH:11])=[CH:4][CH:3]=1.I[CH2:13][CH2:14][CH2:15][CH2:16][CH2:17][CH2:18]I.N#N.[C:22](=[O:25])([O-])[O-].[K+].[K+]. The catalyst is CS(C)=O. The product is [OH:11][CH2:10][CH2:9][CH2:8][C:5]1[CH:4]=[CH:3][C:2]([O:1][CH2:13][CH2:14][CH2:15][CH2:16][CH2:17][CH2:18][O:1][C:2]2[CH:7]=[CH:6][C:5]([CH2:8][CH2:9][CH2:22][OH:25])=[CH:4][CH:3]=2)=[CH:7][CH:6]=1. The yield is 0.650. (4) The reactants are CC(C)=CC[O:5][C:6]1[CH:16]=[CH:15][C:9]([C:10]([O:12][CH2:13][CH3:14])=[O:11])=[CH:8][CH:7]=1. The catalyst is C1(OC)C=CC=CC=1. The product is [CH3:7][CH:8]([C:16]1[CH:15]=[C:9]([CH:8]=[CH:7][C:6]=1[OH:5])[C:10]([O:12][CH2:13][CH3:14])=[O:11])[C:9]([CH3:15])=[CH2:10]. The yield is 0.270. (5) The reactants are [F:1][C:2]1[CH:7]=[CH:6][C:5](/[CH:8]=[CH:9]/[C:10](O)=[O:11])=[CH:4][C:3]=1[O:13][CH3:14].C(N(CC)CC)C.C1C=CC(P([N:36]=[N+:37]=[N-:38])(C2C=CC=CC=2)=O)=CC=1. The catalyst is C1C=CC=CC=1. The product is [F:1][C:2]1[CH:7]=[CH:6][C:5](/[CH:8]=[CH:9]/[C:10]([N:36]=[N+:37]=[N-:38])=[O:11])=[CH:4][C:3]=1[O:13][CH3:14]. The yield is 0.710.